From a dataset of NCI-60 drug combinations with 297,098 pairs across 59 cell lines. Regression. Given two drug SMILES strings and cell line genomic features, predict the synergy score measuring deviation from expected non-interaction effect. (1) Synergy scores: CSS=10.3, Synergy_ZIP=-4.05, Synergy_Bliss=-1.16, Synergy_Loewe=-7.30, Synergy_HSA=-0.554. Drug 1: COC1=C(C=C2C(=C1)N=CN=C2NC3=CC(=C(C=C3)F)Cl)OCCCN4CCOCC4. Drug 2: C1C(C(OC1N2C=NC3=C2NC=NCC3O)CO)O. Cell line: COLO 205. (2) Cell line: U251. Drug 1: C1CCC(C1)C(CC#N)N2C=C(C=N2)C3=C4C=CNC4=NC=N3. Drug 2: COC1=CC(=CC(=C1O)OC)C2C3C(COC3=O)C(C4=CC5=C(C=C24)OCO5)OC6C(C(C7C(O6)COC(O7)C8=CC=CS8)O)O. Synergy scores: CSS=30.6, Synergy_ZIP=-4.19, Synergy_Bliss=-3.80, Synergy_Loewe=-38.1, Synergy_HSA=-3.28. (3) Drug 1: CN(C)C1=NC(=NC(=N1)N(C)C)N(C)C. Drug 2: C1=CN(C=N1)CC(O)(P(=O)(O)O)P(=O)(O)O. Cell line: SK-MEL-28. Synergy scores: CSS=5.12, Synergy_ZIP=2.13, Synergy_Bliss=2.29, Synergy_Loewe=-6.94, Synergy_HSA=-2.23. (4) Drug 1: C1CC(=O)NC(=O)C1N2CC3=C(C2=O)C=CC=C3N. Drug 2: CC(C1=C(C=CC(=C1Cl)F)Cl)OC2=C(N=CC(=C2)C3=CN(N=C3)C4CCNCC4)N. Cell line: ACHN. Synergy scores: CSS=5.40, Synergy_ZIP=-3.20, Synergy_Bliss=-1.39, Synergy_Loewe=-2.05, Synergy_HSA=-1.63.